Dataset: Catalyst prediction with 721,799 reactions and 888 catalyst types from USPTO. Task: Predict which catalyst facilitates the given reaction. (1) Reactant: [Cl:1][C:2]1[CH:32]=[CH:31][CH:30]=[C:29]([Cl:33])[C:3]=1[C:4]([NH:6][C@H:7]([C:26]([OH:28])=[O:27])[CH2:8][C:9]1[CH:14]=[CH:13][C:12]([O:15][CH2:16][CH2:17][C:18]2[CH:23]=[CH:22][CH:21]=[C:20]([NH:24][CH3:25])[N:19]=2)=[CH:11][CH:10]=1)=[O:5].[C:34](O)(=O)C.C=O.[BH-](OC(C)=O)(OC(C)=O)OC(C)=O.[Na+]. Product: [Cl:1][C:2]1[CH:32]=[CH:31][CH:30]=[C:29]([Cl:33])[C:3]=1[C:4]([NH:6][C@H:7]([C:26]([OH:28])=[O:27])[CH2:8][C:9]1[CH:14]=[CH:13][C:12]([O:15][CH2:16][CH2:17][C:18]2[CH:23]=[CH:22][CH:21]=[C:20]([N:24]([CH3:34])[CH3:25])[N:19]=2)=[CH:11][CH:10]=1)=[O:5]. The catalyst class is: 2. (2) Reactant: CN(C(ON1N=NC2C=CC=CC1=2)=[N+](C)C)C.[B-](F)(F)(F)F.[F:23][C:24]1[CH:25]=[C:26]([N:31]2[CH2:35][CH2:34][CH2:33][CH:32]2[C:36]2[CH:37]=[C:38]([C:54](O)=[O:55])[CH:39]=[C:40]3[C:45]=2[O:44][C:43]([N:46]2[CH2:51][CH2:50][O:49][C@H:48]([CH3:52])[CH2:47]2)=[CH:42][C:41]3=[O:53])[CH:27]=[C:28]([F:30])[CH:29]=1.CCN(C(C)C)C(C)C.[NH:66]1[CH2:71][CH2:70][O:69][CH2:68][CH2:67]1. Product: [F:30][C:28]1[CH:27]=[C:26]([N:31]2[CH2:35][CH2:34][CH2:33][CH:32]2[C:36]2[CH:37]=[C:38]([C:54]([N:66]3[CH2:71][CH2:70][O:69][CH2:68][CH2:67]3)=[O:55])[CH:39]=[C:40]3[C:45]=2[O:44][C:43]([N:46]2[CH2:51][CH2:50][O:49][C@H:48]([CH3:52])[CH2:47]2)=[CH:42][C:41]3=[O:53])[CH:25]=[C:24]([F:23])[CH:29]=1. The catalyst class is: 44. (3) Reactant: [OH:1][C:2]1[CH:3]=[C:4]([CH:8]2[CH2:12][N:11]([C:13]3[CH:14]=[C:15]([CH:19]=[CH:20][CH:21]=3)[C:16]([NH2:18])=[O:17])[C:10](=[O:22])[CH2:9]2)[CH:5]=[CH:6][CH:7]=1.[C:23]([C:25]1[CH:30]=[CH:29][CH:28]=[CH:27][C:26]=1B(O)O)#[N:24].N(C)(C)C. Product: [C:23]([C:25]1[CH:30]=[CH:29][CH:28]=[CH:27][C:26]=1[O:1][C:2]1[CH:3]=[C:4]([CH:8]2[CH2:12][N:11]([C:13]3[CH:14]=[C:15]([CH:19]=[CH:20][CH:21]=3)[C:16]([NH2:18])=[O:17])[C:10](=[O:22])[CH2:9]2)[CH:5]=[CH:6][CH:7]=1)#[N:24]. The catalyst class is: 302. (4) Reactant: C[O:2][C:3]([C:5]1[CH:31]=[CH:30][C:8]2[N:9]([CH:27]([CH3:29])[CH3:28])[C:10]([NH:12][C:13]3[S:14][C:15]4[CH:21]=[C:20]([O:22][C:23]([F:26])([F:25])[F:24])[CH:19]=[CH:18][C:16]=4[N:17]=3)=[N:11][C:7]=2[CH:6]=1)=[O:4].[OH-].[Li+].CO. Product: [CH:27]([N:9]1[C:8]2[CH:30]=[CH:31][C:5]([C:3]([OH:4])=[O:2])=[CH:6][C:7]=2[N:11]=[C:10]1[NH:12][C:13]1[S:14][C:15]2[CH:21]=[C:20]([O:22][C:23]([F:24])([F:26])[F:25])[CH:19]=[CH:18][C:16]=2[N:17]=1)([CH3:29])[CH3:28]. The catalyst class is: 1. (5) Reactant: Cl[C:2]1[S:6][N:5]=[C:4]([S:7][CH3:8])[N:3]=1.[CH2:9]([OH:16])[C:10]1[CH:15]=[CH:14][CH:13]=[CH:12][CH:11]=1.[H-].[Na+].[Cl-].[NH4+]. Product: [CH2:9]([O:16][C:2]1[S:6][N:5]=[C:4]([S:7][CH3:8])[N:3]=1)[C:10]1[CH:15]=[CH:14][CH:13]=[CH:12][CH:11]=1. The catalyst class is: 9. (6) Reactant: C(OP([CH:9]([C:17]#[N:18])[CH2:10][CH:11]1[CH2:16][CH2:15][O:14][CH2:13][CH2:12]1)(=O)OCC)C.[F:19][C:20]1[CH:21]=[CH:22][C:23]([N+:28]([O-:30])=[O:29])=[C:24]([CH:27]=1)[CH:25]=O. Product: [F:19][C:20]1[CH:21]=[CH:22][C:23]([N+:28]([O-:30])=[O:29])=[C:24]([CH:25]=[C:9]([CH2:10][CH:11]2[CH2:12][CH2:13][O:14][CH2:15][CH2:16]2)[C:17]#[N:18])[CH:27]=1. The catalyst class is: 56. (7) The catalyst class is: 2. Product: [F:1][C:2]1[CH:3]=[C:4]([CH:8]=[CH:9][C:10]=1[O:11][C:12]([F:15])([F:14])[F:13])[C:5]([N:30]([O:31][CH3:32])[CH3:29])=[O:7]. Reactant: [F:1][C:2]1[CH:3]=[C:4]([CH:8]=[CH:9][C:10]=1[O:11][C:12]([F:15])([F:14])[F:13])[C:5]([OH:7])=O.C(N1C=CN=C1)(N1C=CN=C1)=O.Cl.[CH3:29][NH:30][O:31][CH3:32]. (8) Reactant: [CH3:1][O:2][C:3]1[CH:8]=[CH:7][CH:6]=[CH:5][C:4]=1[CH2:9][C:10]([O:12][CH3:13])=[O:11].[Br:14]N1C(=O)CCC1=O.CC(N=NC(C#N)(C)C)(C#N)C. Product: [Br:14][CH:9]([C:4]1[CH:5]=[CH:6][CH:7]=[CH:8][C:3]=1[O:2][CH3:1])[C:10]([O:12][CH3:13])=[O:11]. The catalyst class is: 717. (9) Reactant: [O:1]=[C:2]1[CH2:7][N:6]([C:8]([O:10]C2C=CC([N+]([O-])=O)=CC=2)=O)[C:5]2[N:20]=[CH:21][CH:22]=[CH:23][C:4]=2[NH:3]1.[Cl:24][C:25]1[CH:30]=[CH:29][C:28]([CH:31]([NH2:34])[CH2:32][CH3:33])=[CH:27][CH:26]=1.C(N(CC)CC)C.O. Product: [Cl:24][C:25]1[CH:26]=[CH:27][C:28]([CH:31]([NH:34][C:8]([N:6]2[CH2:7][C:2](=[O:1])[NH:3][C:4]3[CH:23]=[CH:22][CH:21]=[N:20][C:5]2=3)=[O:10])[CH2:32][CH3:33])=[CH:29][CH:30]=1. The catalyst class is: 9. (10) Reactant: [CH2:1]1[C:10]2[C:5](=[CH:6][CH:7]=[CH:8][CH:9]=2)[CH2:4][CH2:3][N:2]1[CH2:11][C:12]([O:14]CC)=O.[NH2:17][NH2:18]. Product: [CH2:1]1[C:10]2[C:5](=[CH:6][CH:7]=[CH:8][CH:9]=2)[CH2:4][CH2:3][N:2]1[CH2:11][C:12]([NH:17][NH2:18])=[O:14]. The catalyst class is: 8.